Dataset: NCI-60 drug combinations with 297,098 pairs across 59 cell lines. Task: Regression. Given two drug SMILES strings and cell line genomic features, predict the synergy score measuring deviation from expected non-interaction effect. (1) Drug 1: C1CCN(CC1)CCOC2=CC=C(C=C2)C(=O)C3=C(SC4=C3C=CC(=C4)O)C5=CC=C(C=C5)O. Drug 2: C1=NNC2=C1C(=O)NC=N2. Cell line: NCI-H460. Synergy scores: CSS=0.587, Synergy_ZIP=-0.000689, Synergy_Bliss=8.59, Synergy_Loewe=2.04, Synergy_HSA=2.04. (2) Drug 1: C1CN(CCN1C(=O)CCBr)C(=O)CCBr. Drug 2: CC1=C(C(=O)C2=C(C1=O)N3CC4C(C3(C2COC(=O)N)OC)N4)N. Cell line: SK-OV-3. Synergy scores: CSS=29.2, Synergy_ZIP=-7.94, Synergy_Bliss=-2.02, Synergy_Loewe=-10.4, Synergy_HSA=1.38.